This data is from Full USPTO retrosynthesis dataset with 1.9M reactions from patents (1976-2016). The task is: Predict the reactants needed to synthesize the given product. (1) Given the product [C:1]([C:5]1[CH:11]=[CH:10][C:8]([F:18])=[CH:7][CH:6]=1)([CH3:4])([CH3:3])[CH3:2], predict the reactants needed to synthesize it. The reactants are: [C:1]([C:5]1[CH:11]=[CH:10][C:8](N)=[CH:7][CH:6]=1)([CH3:4])([CH3:3])[CH3:2].N1C=CC=CC=1.[FH:18].N([O-])=O.[Na+]. (2) Given the product [CH:24]1([NH:1][CH:2]2[CH2:6][CH2:5][CH2:4][CH:3]2[NH:7][C:8](=[O:23])[C:9]2[C:14]([S:15][CH3:16])=[CH:13][C:12]([C:17]([F:19])([F:20])[F:18])=[CH:11][C:10]=2[O:21][CH3:22])[CH2:27][CH2:26][CH2:25]1, predict the reactants needed to synthesize it. The reactants are: [NH2:1][CH:2]1[CH2:6][CH2:5][CH2:4][CH:3]1[NH:7][C:8](=[O:23])[C:9]1[C:14]([S:15][CH3:16])=[CH:13][C:12]([C:17]([F:20])([F:19])[F:18])=[CH:11][C:10]=1[O:21][CH3:22].[C:24]1(=O)[CH2:27][CH2:26][CH2:25]1. (3) Given the product [CH:1]1([O:6][C:7]2[CH:15]=[CH:14][C:13]([S:16]([CH3:19])(=[O:18])=[O:17])=[CH:12][C:8]=2[C:9]([N:37]2[CH2:38][CH2:39][N:34]([C:32]3[O:33][C:29]4[CH:28]=[CH:27][C:26]([S:23]([CH2:21][CH3:22])(=[O:25])=[O:24])=[CH:40][C:30]=4[N:31]=3)[CH2:35][CH2:36]2)=[O:11])[CH2:2][CH2:3][CH2:4][CH2:5]1, predict the reactants needed to synthesize it. The reactants are: [CH:1]1([O:6][C:7]2[CH:15]=[CH:14][C:13]([S:16]([CH3:19])(=[O:18])=[O:17])=[CH:12][C:8]=2[C:9]([OH:11])=O)[CH2:5][CH2:4][CH2:3][CH2:2]1.Cl.[CH2:21]([S:23]([C:26]1[CH:27]=[CH:28][C:29]2[O:33][C:32]([N:34]3[CH2:39][CH2:38][NH:37][CH2:36][CH2:35]3)=[N:31][C:30]=2[CH:40]=1)(=[O:25])=[O:24])[CH3:22]. (4) Given the product [NH2:41][C:38]1[CH:39]=[CH:40][C:35]([CH2:34][O:33][CH2:32][C:31]([NH:30][CH2:29][CH2:28][CH2:27][CH2:26][C:25]([NH:24][C:20]2[CH:19]=[C:18]([C:46]3[CH:47]=[CH:48][CH:49]=[CH:50][CH:51]=3)[CH:23]=[CH:22][CH:21]=2)=[O:45])=[O:44])=[CH:36][CH:37]=1, predict the reactants needed to synthesize it. The reactants are: S1C=CC=C1C[C@@H]1NC2C(=CC=CC=2)NC1=O.[C:18]1([C:46]2[CH:51]=[CH:50][CH:49]=[CH:48][CH:47]=2)[CH:23]=[CH:22][CH:21]=[C:20]([NH:24][C:25](=[O:45])[CH2:26][CH2:27][CH2:28][CH2:29][NH:30][C:31](=[O:44])[CH2:32][O:33][CH2:34][C:35]2[CH:40]=[CH:39][C:38]([N+:41]([O-])=O)=[CH:37][CH:36]=2)[CH:19]=1. (5) The reactants are: [CH2:1]([N:5]([S:19]([C:22]1[CH:27]=[CH:26][C:25]([CH3:28])=[CH:24][CH:23]=1)(=[O:21])=[O:20])[C@H:6]([C:16]([OH:18])=[O:17])[CH2:7][CH2:8][CH2:9][CH2:10][NH:11][C:12](=[O:15])[CH2:13]I)[CH:2]([CH3:4])[CH3:3].CCN(C(C)C)C(C)C.[NH2:38][C:39]1[CH:40]=[N:41][CH:42]=[CH:43][CH:44]=1. Given the product [CH3:28][C:25]1[CH:26]=[CH:27][C:22]([S:19]([N:5]([C@H:6]([C:16]([OH:18])=[O:17])[CH2:7][CH2:8][CH2:9][CH2:10][NH:11][C:12]([CH2:13][NH:38][C:39]2[CH:44]=[CH:43][CH:42]=[N:41][CH:40]=2)=[O:15])[CH2:1][CH:2]([CH3:4])[CH3:3])(=[O:21])=[O:20])=[CH:23][CH:24]=1, predict the reactants needed to synthesize it. (6) Given the product [O:30]1[CH2:31][CH2:32][CH:27]([NH:26][C:3]([C:5]2[N:6]([CH3:25])[N:7]=[C:8]([O:10][CH2:11][C:12]3[C:13]([C:18]4[CH:23]=[CH:22][C:21]([F:24])=[CH:20][CH:19]=4)=[N:14][O:15][C:16]=3[CH3:17])[CH:9]=2)=[O:4])[CH2:28][CH2:29]1, predict the reactants needed to synthesize it. The reactants are: CO[C:3]([C:5]1[N:6]([CH3:25])[N:7]=[C:8]([O:10][CH2:11][C:12]2[C:13]([C:18]3[CH:23]=[CH:22][C:21]([F:24])=[CH:20][CH:19]=3)=[N:14][O:15][C:16]=2[CH3:17])[CH:9]=1)=[O:4].[NH2:26][CH:27]1[CH2:32][CH2:31][O:30][CH2:29][CH2:28]1. (7) The reactants are: [CH:1]1([N:7]=[C:8]=[O:9])[CH2:6][CH2:5][CH2:4][CH2:3][CH2:2]1.[CH2:10]([NH2:16])[CH2:11][CH2:12][CH2:13][CH2:14][CH3:15].[C:17](Cl)(=[O:22])[CH2:18][C:19](Cl)=[O:20].C(N(C(C)C)CC)(C)C.[N:33]([CH2:36][C:37]([O:39]CC)=[O:38])=[C:34]=[O:35]. Given the product [CH:1]1([N:7]2[C:19]([OH:20])=[C:18]([C:34]([NH:33][CH2:36][C:37]([OH:39])=[O:38])=[O:35])[C:17](=[O:22])[N:16]([CH2:10][CH2:11][CH2:12][CH2:13][CH2:14][CH3:15])[C:8]2=[O:9])[CH2:6][CH2:5][CH2:4][CH2:3][CH2:2]1, predict the reactants needed to synthesize it. (8) Given the product [C:12]([O:16][C:17]([N:19]1[CH2:24][CH2:23][N:22]([CH3:25])[CH:21]([C:26]2[O:1][N:2]=[C:3]([C:4]3[CH:5]=[CH:6][C:7]([F:10])=[CH:8][CH:9]=3)[N:11]=2)[CH2:20]1)=[O:18])([CH3:15])([CH3:14])[CH3:13], predict the reactants needed to synthesize it. The reactants are: [OH:1][NH:2][C:3](=[NH:11])[C:4]1[CH:9]=[CH:8][C:7]([F:10])=[CH:6][CH:5]=1.[C:12]([O:16][C:17]([N:19]1[CH2:24][CH2:23][N:22]([CH3:25])[CH:21]([C:26](O)=O)[CH2:20]1)=[O:18])([CH3:15])([CH3:14])[CH3:13].CCN=C=NCCCN(C)C.Cl.C1C=CC2N(O)N=NC=2C=1.C(N(CC)CC)C. (9) Given the product [C:1]([O:5][C:6](=[O:33])[NH:7][C:8]1[S:9][C:10]([CH:31]=[O:32])=[C:11]([C:13]2[C:14]([C:27](=[O:30])[CH2:28][CH3:29])=[N:15][N:16]([CH2:18][C:19]3[CH:20]=[CH:21][C:22]([O:25][CH3:26])=[CH:23][CH:24]=3)[CH:17]=2)[N:12]=1)([CH3:2])([CH3:3])[CH3:4], predict the reactants needed to synthesize it. The reactants are: [C:1]([O:5][C:6](=[O:33])[NH:7][C:8]1[S:9][C:10]([CH:31]=[O:32])=[C:11]([C:13]2[C:14]([CH:27]([OH:30])[CH2:28][CH3:29])=[N:15][N:16]([CH2:18][C:19]3[CH:24]=[CH:23][C:22]([O:25][CH3:26])=[CH:21][CH:20]=3)[CH:17]=2)[N:12]=1)([CH3:4])([CH3:3])[CH3:2].C1C=C[NH+]=CC=1.[O-][Cr](Cl)(=O)=O. (10) Given the product [Cl:1][C:2]1[CH:3]=[N:4][CH:5]=[CH:6][C:7]=1[C:9]1[CH:14]=[CH:13][CH:12]=[CH:11][CH:10]=1, predict the reactants needed to synthesize it. The reactants are: [Cl:1][C:2]1[CH:3]=[N:4][CH:5]=[CH:6][C:7]=1I.[C:9]1(B(O)O)[CH:14]=[CH:13][CH:12]=[CH:11][CH:10]=1.C1(P(C2CCCCC2)C2CCCCC2)CCCCC1.C([O-])([O-])=O.[Cs+].[Cs+].